Dataset: Catalyst prediction with 721,799 reactions and 888 catalyst types from USPTO. Task: Predict which catalyst facilitates the given reaction. (1) Reactant: CON(C)[C:4](=[O:22])[CH:5]([C:12]1[CH:17]=[CH:16][C:15]([S:18]([CH3:21])(=[O:20])=[O:19])=[CH:14][CH:13]=1)[CH2:6][CH:7]1[CH2:11][CH2:10][CH2:9][O:8]1.[CH:24]([Mg]Br)=[CH2:25].Cl. Product: [CH3:21][S:18]([C:15]1[CH:14]=[CH:13][C:12]([CH:5]([CH2:6][CH:7]2[CH2:11][CH2:10][CH2:9][O:8]2)[C:4](=[O:22])[CH:24]=[CH2:25])=[CH:17][CH:16]=1)(=[O:19])=[O:20]. The catalyst class is: 7. (2) Reactant: [C:1]1(/[C:7](/[CH2:34][CH3:35])=[C:8](\[C:24]2[CH:29]=[CH:28][C:27](/[CH:30]=[CH:31]/[C:32]#[N:33])=[CH:26][CH:25]=2)/[C:9]2[CH:10]=[C:11]3[C:15](=[CH:16][CH:17]=2)[N:14]([CH:18]2[CH2:23][CH2:22][CH2:21][CH2:20][O:19]2)[N:13]=[CH:12]3)[CH:6]=[CH:5][CH:4]=[CH:3][CH:2]=1.C[Si]([N:40]=[N+:41]=[N-:42])(C)C.C([Sn](=O)CCCC)CCC. Product: [N:33]1[NH:40][N:41]=[N:42][C:32]=1/[CH:31]=[CH:30]/[C:27]1[CH:26]=[CH:25][C:24](/[C:8](/[C:9]2[CH:10]=[C:11]3[C:15](=[CH:16][CH:17]=2)[N:14]([CH:18]2[CH2:23][CH2:22][CH2:21][CH2:20][O:19]2)[N:13]=[CH:12]3)=[C:7](\[C:1]2[CH:2]=[CH:3][CH:4]=[CH:5][CH:6]=2)/[CH2:34][CH3:35])=[CH:29][CH:28]=1. The catalyst class is: 11. (3) Reactant: [Cl:1][C:2]1[C:7]([Cl:8])=[CH:6][CH:5]=[CH:4][C:3]=1[NH:9][C:10](=[O:17])OCC(Cl)(Cl)Cl.[F:18][C:19]1[CH:24]=[CH:23][CH:22]=[CH:21][C:20]=1[C:25]1[CH:29]=[C:28]([NH2:30])[NH:27][N:26]=1.O. Product: [Cl:1][C:2]1[C:7]([Cl:8])=[CH:6][CH:5]=[CH:4][C:3]=1[NH:9][C:10]([NH:30][C:28]1[NH:27][N:26]=[C:25]([C:20]2[CH:21]=[CH:22][CH:23]=[CH:24][C:19]=2[F:18])[CH:29]=1)=[O:17]. The catalyst class is: 3. (4) Reactant: [O:1]1[C:5]2[CH:6]=[CH:7][C:8]([C:10]3([C:13]([NH:15][C:16]4[N:21]=[C:20]([C:22]5[CH:23]=[N:24][C:25]([O:28]C)=[CH:26][CH:27]=5)[C:19]([CH3:30])=[C:18]([CH3:31])[CH:17]=4)=[O:14])[CH2:12][CH2:11]3)=[CH:9][C:4]=2[CH2:3][CH2:2]1.[Si](I)(C)(C)C.CO.C(OCC)(=O)C. Product: [O:1]1[C:5]2[CH:6]=[CH:7][C:8]([C:10]3([C:13]([NH:15][C:16]4[CH:17]=[C:18]([CH3:31])[C:19]([CH3:30])=[C:20]([C:22]5[CH:27]=[CH:26][C:25](=[O:28])[NH:24][CH:23]=5)[N:21]=4)=[O:14])[CH2:12][CH2:11]3)=[CH:9][C:4]=2[CH2:3][CH2:2]1. The catalyst class is: 23.